This data is from Forward reaction prediction with 1.9M reactions from USPTO patents (1976-2016). The task is: Predict the product of the given reaction. (1) Given the reactants [NH2:1][CH2:2][CH2:3][CH2:4][C@H:5]([NH:9][C:10]([C:12]1[O:13][C:14]([CH:17]([C:24]2[CH:29]=[CH:28][CH:27]=[CH:26][CH:25]=2)[C:18]2[CH:23]=[CH:22][CH:21]=[CH:20][CH:19]=2)=[CH:15][CH:16]=1)=[O:11])[C:6]([OH:8])=[O:7].[C:30]([OH:36])([C:32]([F:35])([F:34])[F:33])=[O:31].Cl.[C:38](=[NH:43])(OCC)[CH3:39], predict the reaction product. The product is: [C:24]1([CH:17]([C:18]2[CH:19]=[CH:20][CH:21]=[CH:22][CH:23]=2)[C:14]2[O:13][C:12]([C:10]([NH:9][C@@H:5]([CH2:4][CH2:3][CH2:2][NH:1][C:38](=[NH:43])[CH3:39])[C:6]([OH:8])=[O:7])=[O:11])=[CH:16][CH:15]=2)[CH:29]=[CH:28][CH:27]=[CH:26][CH:25]=1.[C:30]([OH:36])([C:32]([F:35])([F:34])[F:33])=[O:31]. (2) Given the reactants Br[C:2]1[CH:3]=[C:4]([CH:16]=[O:17])[C:5]([N:8]2[CH2:13][C@@H:12]([CH3:14])[O:11][C@@H:10]([CH3:15])[CH2:9]2)=[N:6][CH:7]=1.[N:18]1[C:27]2[C:22](=[CH:23][CH:24]=[CH:25][C:26]=2B(O)O)[CH:21]=[CH:20][CH:19]=1, predict the reaction product. The product is: [CH3:15][C@H:10]1[O:11][C@@H:12]([CH3:14])[CH2:13][N:8]([C:5]2[C:4]([CH:16]=[O:17])=[CH:3][C:2]([C:26]3[CH:25]=[CH:24][CH:23]=[C:22]4[C:27]=3[N:18]=[CH:19][CH:20]=[CH:21]4)=[CH:7][N:6]=2)[CH2:9]1. (3) Given the reactants FC(F)(F)C(O)=O.[NH2:8][CH2:9][CH2:10][N:11]1[CH2:16][CH2:15][CH:14]([C:17]([C:19]2[CH:24]=[CH:23][C:22]([Cl:25])=[CH:21][CH:20]=2)=[O:18])[CH2:13][CH2:12]1.C(N(CC)CC)C.[CH3:33][O:34][C:35]1[CH:36]=[C:37]([CH:41]=[CH:42][CH:43]=1)[C:38](Cl)=[O:39].Cl, predict the reaction product. The product is: [ClH:25].[Cl:25][C:22]1[CH:23]=[CH:24][C:19]([C:17]([CH:14]2[CH2:15][CH2:16][N:11]([CH2:10][CH2:9][NH:8][C:38](=[O:39])[C:37]3[CH:41]=[CH:42][CH:43]=[C:35]([O:34][CH3:33])[CH:36]=3)[CH2:12][CH2:13]2)=[O:18])=[CH:20][CH:21]=1. (4) Given the reactants [Cl:1][C:2]1[CH:7]=[C:6]([Cl:8])[N:5]=[C:4]([S:9]([CH3:12])(=O)=O)[N:3]=1.[F:13][C:14]1[CH:29]=[CH:28][CH:27]=[C:26]([F:30])[C:15]=1[C:16]([NH:18][C:19]1[CH:24]=[CH:23]C(S)=[CH:21][CH:20]=1)=[O:17], predict the reaction product. The product is: [F:13][C:14]1[CH:29]=[CH:28][CH:27]=[C:26]([F:30])[C:15]=1[C:16]([NH:18][C:19]1[CH:20]=[CH:21][C:12]([S:9][C:4]2[N:3]=[C:2]([Cl:1])[CH:7]=[C:6]([Cl:8])[N:5]=2)=[CH:23][CH:24]=1)=[O:17]. (5) Given the reactants [NH2:1][C:2]1[N:7]=[C:6]([N:8]2[CH2:22][CH2:21][C:11]3([CH2:15][NH:14][C@H:13]([C:16]([O:18]CC)=[O:17])[CH2:12]3)[CH2:10][CH2:9]2)[CH:5]=[C:4]([O:23][C@H:24]([C:29]2[CH:34]=[CH:33][C:32]([C:35]3[CH:40]=[CH:39][C:38]([CH3:41])=[C:37]([CH3:42])[CH:36]=3)=[CH:31][C:30]=2[C:43]2[CH:48]=[CH:47][CH:46]=[C:45]([S:49]([CH3:52])(=[O:51])=[O:50])[CH:44]=2)[C:25]([F:28])([F:27])[F:26])[N:3]=1.[Li+].[OH-], predict the reaction product. The product is: [NH2:1][C:2]1[N:7]=[C:6]([N:8]2[CH2:9][CH2:10][C:11]3([CH2:15][NH:14][C@H:13]([C:16]([OH:18])=[O:17])[CH2:12]3)[CH2:21][CH2:22]2)[CH:5]=[C:4]([O:23][C@H:24]([C:29]2[CH:34]=[CH:33][C:32]([C:35]3[CH:40]=[CH:39][C:38]([CH3:41])=[C:37]([CH3:42])[CH:36]=3)=[CH:31][C:30]=2[C:43]2[CH:48]=[CH:47][CH:46]=[C:45]([S:49]([CH3:52])(=[O:51])=[O:50])[CH:44]=2)[C:25]([F:28])([F:26])[F:27])[N:3]=1. (6) Given the reactants [Cl:1][CH2:2][C@H:3]1[C:11]2[C:10]3[CH:12]=[CH:13][CH:14]=[CH:15][C:9]=3[C:8]([OH:16])=[CH:7][C:6]=2[N:5]([C:17]([O:19][C:20]([CH3:23])([CH3:22])[CH3:21])=[O:18])[CH2:4]1.[CH2:24](Br)[C:25]1[CH:30]=[CH:29][CH:28]=[CH:27][CH:26]=1.[I-].[K+], predict the reaction product. The product is: [CH2:24]([O:16][C:8]1[C:9]2[CH:15]=[CH:14][CH:13]=[CH:12][C:10]=2[C:11]2[C@H:3]([CH2:2][Cl:1])[CH2:4][N:5]([C:17]([O:19][C:20]([CH3:23])([CH3:22])[CH3:21])=[O:18])[C:6]=2[CH:7]=1)[C:25]1[CH:30]=[CH:29][CH:28]=[CH:27][CH:26]=1. (7) Given the reactants [OH:1][CH:2]1[CH2:7][C:6]([CH3:9])([CH3:8])[N:5]([O:10][CH2:11][C:12]([OH:15])([CH3:14])[CH3:13])[C:4]([CH3:17])([CH3:16])[CH2:3]1.Cl[Si:19]([CH3:22])([CH3:21])[CH3:20], predict the reaction product. The product is: [CH3:20][Si:19]([CH3:22])([CH3:21])[O:1][CH:2]1[CH2:7][C:6]([CH3:8])([CH3:9])[N:5]([O:10][CH2:11][C:12]([OH:15])([CH3:14])[CH3:13])[C:4]([CH3:17])([CH3:16])[CH2:3]1.